This data is from Retrosynthesis with 50K atom-mapped reactions and 10 reaction types from USPTO. The task is: Predict the reactants needed to synthesize the given product. (1) The reactants are: Nc1ncc(Br)c(Cl)c1[N+](=O)[O-].c1cncc(CN2CCNCC2)c1. Given the product Nc1ncc(Br)c(N2CCN(Cc3cccnc3)CC2)c1[N+](=O)[O-], predict the reactants needed to synthesize it. (2) Given the product COc1cccc(N2CC(C)N(CCCCC3(C(=O)NCC(F)(F)F)c4ccccc4-c4ccccc43)C(C)C2)n1, predict the reactants needed to synthesize it. The reactants are: COc1cccc(N2CC(C)NC(C)C2)n1.O=C(NCC(F)(F)F)C1(CCCCBr)c2ccccc2-c2ccccc21. (3) Given the product CC(C)(C)OC(=O)NCc1cccc(Oc2cccc(I)c2)c1, predict the reactants needed to synthesize it. The reactants are: CC(C)(C)OC(=O)OC(=O)OC(C)(C)C.NCc1cccc(Oc2cccc(I)c2)c1. (4) Given the product CCC(C)CCCCCOc1ccc(O)cc1, predict the reactants needed to synthesize it. The reactants are: CCC(C)CCCCCBr.Oc1ccc(O)cc1.